Dataset: NCI-60 drug combinations with 297,098 pairs across 59 cell lines. Task: Regression. Given two drug SMILES strings and cell line genomic features, predict the synergy score measuring deviation from expected non-interaction effect. Drug 1: CC1C(C(CC(O1)OC2CC(CC3=C2C(=C4C(=C3O)C(=O)C5=C(C4=O)C(=CC=C5)OC)O)(C(=O)C)O)N)O.Cl. Drug 2: CNC(=O)C1=NC=CC(=C1)OC2=CC=C(C=C2)NC(=O)NC3=CC(=C(C=C3)Cl)C(F)(F)F. Cell line: ACHN. Synergy scores: CSS=56.8, Synergy_ZIP=4.09, Synergy_Bliss=4.27, Synergy_Loewe=-9.26, Synergy_HSA=5.37.